Predict the reactants needed to synthesize the given product. From a dataset of Full USPTO retrosynthesis dataset with 1.9M reactions from patents (1976-2016). (1) Given the product [CH:41]1([CH2:42][CH:6]([NH:5][C:15]2[C:16]([S:34][CH3:35])=[N:17][N:18]3[C:23]([C:24]4[C:29]([CH3:30])=[CH:28][C:27]([CH3:31])=[CH:26][C:25]=4[O:32][CH3:33])=[CH:22][CH:21]=[CH:20][C:19]=23)[C:7]2[C:8]([OH:13])=[N:9][CH:10]=[CH:11][CH:12]=2)[CH2:49][CH2:48]1, predict the reactants needed to synthesize it. The reactants are: C1(C[N:5]([C:15]2[C:16]([S:34][CH3:35])=[N:17][N:18]3[C:23]([C:24]4[C:29]([CH3:30])=[CH:28][C:27]([CH3:31])=[CH:26][C:25]=4[O:32][CH3:33])=[CH:22][CH:21]=[CH:20][C:19]=23)[CH2:6][C:7]2[C:8]([O:13]C)=[N:9][CH:10]=[CH:11][CH:12]=2)CC1.Cl.C(O[CH2:41][CH3:42])(=O)C.C(=O)([O-])O.[Na+].[C:48](OCC)(=O)[CH3:49]. (2) Given the product [Cl:26][C:27]1[CH:32]=[CH:31][C:30]([C:33]#[N:34])=[CH:29][C:28]=1[C:9]1[N:13]2[C:14]3[N:22]=[C:21]([O:23][CH3:24])[CH:20]=[CH:19][C:15]=3[N:16]=[C:17]([CH3:18])[C:12]2=[C:11]([CH3:25])[N:10]=1, predict the reactants needed to synthesize it. The reactants are: ClC1C=C([C:9]2[N:13]3[C:14]4[N:22]=[C:21]([O:23][CH3:24])[CH:20]=[CH:19][C:15]=4[N:16]=[C:17]([CH3:18])[C:12]3=[C:11]([CH3:25])[N:10]=2)C=C(Cl)C=1.[Cl:26][C:27]1[CH:32]=[CH:31][C:30]([C:33]#[N:34])=[CH:29][C:28]=1B(O)O. (3) Given the product [Cl:1][C:2]1[CH:3]=[CH:4][C:5]([C:8]2[N:9]=[C:10]([N:19]3[CH:23]=[CH:22][N:21]=[C:20]3[S:24]([CH3:27])(=[O:26])=[O:25])[O:11][C:12]=2[CH2:13][CH2:14][C:15]([OH:17])=[O:16])=[CH:6][CH:7]=1, predict the reactants needed to synthesize it. The reactants are: [Cl:1][C:2]1[CH:7]=[CH:6][C:5]([C:8]2[N:9]=[C:10]([N:19]3[CH:23]=[CH:22][N:21]=[C:20]3[S:24]([CH3:27])(=[O:26])=[O:25])[O:11][C:12]=2[CH2:13][CH2:14][C:15]([O:17]C)=[O:16])=[CH:4][CH:3]=1.[OH-].[Na+].Cl. (4) Given the product [CH:1]([NH:4][S:5]([C:8]1[CH:9]=[C:10]2[C:14](=[CH:15][CH:16]=1)[NH:13][C:12](=[O:17])[C:11]2=[CH:28][C:27]1[NH:26][CH:25]=[C:24]2[C:19](=[O:18])[O:20][CH2:21][CH2:22][C:23]=12)(=[O:7])=[O:6])([CH3:3])[CH3:2], predict the reactants needed to synthesize it. The reactants are: [CH:1]([NH:4][S:5]([C:8]1[CH:9]=[C:10]2[C:14](=[CH:15][CH:16]=1)[NH:13][C:12](=[O:17])[CH2:11]2)(=[O:7])=[O:6])([CH3:3])[CH3:2].[O:18]=[C:19]1[C:24]2=[CH:25][NH:26][C:27]([CH:28]=O)=[C:23]2[CH2:22][CH2:21][O:20]1. (5) Given the product [CH2:1]([C:3]1[C:14]([CH2:15][CH2:16][NH:17][C:25](=[O:27])[CH3:26])=[C:6]2[C:7]3[CH2:13][CH2:12][O:11][C:8]=3[CH:9]=[CH:10][N:5]2[N:4]=1)[CH3:2], predict the reactants needed to synthesize it. The reactants are: [CH2:1]([C:3]1[C:14]([CH2:15][CH2:16][NH2:17])=[C:6]2[C:7]3[CH2:13][CH2:12][O:11][C:8]=3[CH:9]=[CH:10][N:5]2[N:4]=1)[CH3:2].C(N(CC)CC)C.[C:25](OC(=O)C)(=[O:27])[CH3:26].C(=O)([O-])O.[Na+]. (6) Given the product [CH2:34]([O:33][CH:5]([CH2:6][C:7]1[CH:8]=[CH:9][C:10]([O:13][CH2:14][CH2:15][C:16]2[CH:21]=[CH:20][C:19]([O:22][S:23]([CH2:26][C:27]3[CH:32]=[CH:31][CH:30]=[CH:29][CH:28]=3)(=[O:24])=[O:25])=[CH:18][CH:17]=2)=[CH:11][CH:12]=1)[C:4]([OH:36])=[O:3])[CH3:35], predict the reactants needed to synthesize it. The reactants are: C([O:3][C:4](=[O:36])[CH:5]([O:33][CH2:34][CH3:35])[CH2:6][C:7]1[CH:12]=[CH:11][C:10]([O:13][CH2:14][CH2:15][C:16]2[CH:21]=[CH:20][C:19]([O:22][S:23]([CH2:26][C:27]3[CH:32]=[CH:31][CH:30]=[CH:29][CH:28]=3)(=[O:25])=[O:24])=[CH:18][CH:17]=2)=[CH:9][CH:8]=1)C.[OH-].[Li+].Cl. (7) Given the product [F:29][C:24]1[CH:23]=[C:22]([NH:21][C:11]2[N:8]3[C:7]([CH:6]4[NH:1][C:2]([CH3:31])([CH3:30])[C:3](=[O:4])[N:5]4[CH2:10][CH2:9]3)=[N:13][C:12]=2[C:14]2[CH:19]=[CH:18][C:17]([F:20])=[CH:16][CH:15]=2)[CH:27]=[CH:26][C:25]=1[F:28], predict the reactants needed to synthesize it. The reactants are: [NH2:1][C:2]([CH3:31])([CH3:30])[C:3]([N:5]1[CH2:10][CH2:9][N:8]2[C:11]([NH:21][C:22]3[CH:27]=[CH:26][C:25]([F:28])=[C:24]([F:29])[CH:23]=3)=[C:12]([C:14]3[CH:19]=[CH:18][C:17]([F:20])=[CH:16][CH:15]=3)[N:13]=[C:7]2[CH2:6]1)=[O:4]. (8) Given the product [N+:12]([C:6]1[CH:7]=[CH:8][C:3]([C:2]([F:10])([F:11])[F:1])=[CH:4][C:5]=1[OH:9])([O-:14])=[O:13], predict the reactants needed to synthesize it. The reactants are: [F:1][C:2]([F:11])([F:10])[C:3]1[CH:4]=[C:5]([OH:9])[CH:6]=[CH:7][CH:8]=1.[N+:12]([O-])([OH:14])=[O:13].C(=O)([O-])O.[Na+]. (9) Given the product [F:11][C:10]([F:13])([F:12])[C:4]1[CH:3]=[C:2]([N:17]2[CH:18]([CH3:21])[C:19](=[O:20])[C:15]([CH3:23])([CH3:14])[C:16]2=[O:22])[CH:9]=[CH:8][C:5]=1[C:6]#[N:7], predict the reactants needed to synthesize it. The reactants are: I[C:2]1[CH:9]=[CH:8][C:5]([C:6]#[N:7])=[C:4]([C:10]([F:13])([F:12])[F:11])[CH:3]=1.[CH3:14][C:15]1([CH3:23])[C:19](=[O:20])[CH:18]([CH3:21])[NH:17][C:16]1=[O:22].C(=O)([O-])[O-].[Cs+].[Cs+].C1(P(C2C=CC=CC=2)C2C3OC4C(=CC=CC=4P(C4C=CC=CC=4)C4C=CC=CC=4)C(C)(C)C=3C=CC=2)C=CC=CC=1.